Predict the product of the given reaction. From a dataset of Forward reaction prediction with 1.9M reactions from USPTO patents (1976-2016). (1) Given the reactants [F:1][C:2]1[C:3]([C:9]2[N:13]([CH:14]3[CH2:19][CH2:18][O:17][CH2:16][CH2:15]3)[C:12]([CH3:20])=[N:11][CH:10]=2)=[N:4][C:5]([NH2:8])=[N:6][CH:7]=1.[F:21][C:22]([F:36])([F:35])[CH2:23][NH:24][S:25]([C:28]1[CH:33]=[CH:32][C:31](Br)=[CH:30][N:29]=1)(=[O:27])=[O:26].C([O-])([O-])=O.[Cs+].[Cs+].CC1(C)C2C(=C(P(C3C=CC=CC=3)C3C=CC=CC=3)C=CC=2)OC2C(P(C3C=CC=CC=3)C3C=CC=CC=3)=CC=CC1=2, predict the reaction product. The product is: [F:1][C:2]1[C:3]([CH:9]2[CH:10]=[N:11][CH:12]([CH3:20])[N:13]2[CH:14]2[CH2:19][CH2:18][O:17][CH2:16][CH2:15]2)=[N:4][C:5]([NH:8][C:31]2[CH:32]=[CH:33][C:28]([S:25]([NH:24][CH2:23][C:22]([F:35])([F:36])[F:21])(=[O:26])=[O:27])=[N:29][CH:30]=2)=[N:6][CH:7]=1. (2) The product is: [C:18]([O:21][CH2:22][C:23]1[C:24]([N:38]2[CH2:50][CH2:49][N:41]3[C:42]4[CH2:43][CH2:44][CH2:45][CH2:46][C:47]=4[CH:48]=[C:40]3[C:39]2=[O:51])=[CH:25][CH:26]=[CH:27][C:28]=1[C:2]1[CH:3]=[C:4]([NH:10][C:11]2[CH:15]=[C:14]([O:16][CH3:17])[NH:13][N:12]=2)[C:5](=[O:9])[N:6]([CH3:8])[CH:7]=1)(=[O:20])[CH3:19]. Given the reactants Br[C:2]1[CH:3]=[C:4]([NH:10][C:11]2[CH:15]=[C:14]([O:16][CH3:17])[NH:13][N:12]=2)[C:5](=[O:9])[N:6]([CH3:8])[CH:7]=1.[C:18]([O:21][CH2:22][C:23]1[C:28](B2OC(C)(C)C(C)(C)O2)=[CH:27][CH:26]=[CH:25][C:24]=1[N:38]1[CH2:50][CH2:49][N:41]2[C:42]3[CH2:43][CH2:44][CH2:45][CH2:46][C:47]=3[CH:48]=[C:40]2[C:39]1=[O:51])(=[O:20])[CH3:19].COCCOC.C(=O)([O-])[O-].[Na+].[Na+], predict the reaction product. (3) Given the reactants [CH3:1][CH:2]([CH3:31])[C:3]([NH:5][C:6]1[CH:11]=[CH:10][CH:9]=[C:8]([CH:12]2[CH2:17][CH2:16][N:15]([CH2:18][CH2:19][CH2:20][CH2:21][CH2:22][C:23](=O)[C:24]3[CH:29]=[CH:28][CH:27]=[CH:26][CH:25]=3)[CH2:14][CH2:13]2)[CH:7]=1)=[O:4].Cl.[CH3:33][C:34]1[CH:39]=[CH:38][CH:37]=[CH:36][C:35]=1[NH:40]N, predict the reaction product. The product is: [CH3:1][CH:2]([CH3:31])[C:3]([NH:5][C:6]1[CH:11]=[CH:10][CH:9]=[C:8]([CH:12]2[CH2:17][CH2:16][N:15]([CH2:18][CH2:19][CH2:20][CH2:21][C:22]3[C:36]4[C:35](=[C:34]([CH3:33])[CH:39]=[CH:38][CH:37]=4)[NH:40][C:23]=3[C:24]3[CH:29]=[CH:28][CH:27]=[CH:26][CH:25]=3)[CH2:14][CH2:13]2)[CH:7]=1)=[O:4]. (4) Given the reactants [CH3:1][O:2][C:3]1[N:8]=[CH:7][C:6]([C:9]2[O:13][C:12]([CH3:14])=[C:11]([CH:15]([NH:20][C:21]3[CH:22]=[CH:23][C:24]([C:27]([OH:29])=O)=[N:25][CH:26]=3)[CH2:16][CH:17]([CH3:19])[CH3:18])[CH:10]=2)=[CH:5][CH:4]=1.[CH3:30][NH:31][CH2:32][CH2:33][C:34]([O:36][CH2:37][CH3:38])=[O:35].Cl.C(N=C=NCCCN(C)C)C.O.OC1C2N=NNC=2C=CC=1, predict the reaction product. The product is: [CH3:1][O:2][C:3]1[N:8]=[CH:7][C:6]([C:9]2[O:13][C:12]([CH3:14])=[C:11]([CH:15]([NH:20][C:21]3[CH:22]=[CH:23][C:24]([C:27]([N:31]([CH3:30])[CH2:32][CH2:33][C:34]([O:36][CH2:37][CH3:38])=[O:35])=[O:29])=[N:25][CH:26]=3)[CH2:16][CH:17]([CH3:19])[CH3:18])[CH:10]=2)=[CH:5][CH:4]=1.